This data is from Forward reaction prediction with 1.9M reactions from USPTO patents (1976-2016). The task is: Predict the product of the given reaction. (1) Given the reactants [C:1]([C@@H:3]1[CH2:7][CH2:6][CH2:5][N:4]1[C:8]([C@@H:10]1[C@H:15]2[CH2:16][C@H:12]([C@H:13]([OH:17])[CH2:14]2)[N:11]1[C:18]([O:20][C:21]([CH3:24])([CH3:23])[CH3:22])=[O:19])=[O:9])#[N:2].F[C:26]1[CH:31]=[CH:30][CH:29]=[CH:28][N:27]=1.[H-].[Na+], predict the reaction product. The product is: [C:1]([C@@H:3]1[CH2:7][CH2:6][CH2:5][N:4]1[C:8]([C@@H:10]1[C@H:15]2[CH2:16][C@H:12]([C@H:13]([O:17][C:26]3[CH:31]=[CH:30][CH:29]=[CH:28][N:27]=3)[CH2:14]2)[N:11]1[C:18]([O:20][C:21]([CH3:24])([CH3:23])[CH3:22])=[O:19])=[O:9])#[N:2]. (2) The product is: [CH2:22]([O:24][C:25]([C@@:27]1([NH:32][C:33]([C@@H:35]2[CH2:39][C@@H:38]([O:40][C:41]3[C:50]4[C:45](=[CH:46][C:47]([O:51][CH3:52])=[CH:48][CH:49]=4)[N:44]=[C:43]([C:53]4[CH:54]=[CH:55][CH:56]=[CH:57][CH:58]=4)[CH:42]=3)[CH2:37][C@H:36]2[C:6](=[O:21])[NH:7][C@H:8]([C:13](=[O:20])[NH:14][CH:15]2[CH2:16][CH2:17][CH2:18][CH2:19]2)[C:9]([CH3:10])([CH3:11])[CH3:12])=[O:34])[CH2:29][C@H:28]1[CH:30]=[CH2:31])=[O:26])[CH3:23]. Given the reactants C(O[C:6](=[O:21])[NH:7][C@H:8]([C:13](=[O:20])[NH:14][CH:15]1[CH2:19][CH2:18][CH2:17][CH2:16]1)[C:9]([CH3:12])([CH3:11])[CH3:10])(C)(C)C.[CH2:22]([O:24][C:25]([C@@:27]1([NH:32][C:33]([C@@H:35]2[CH2:39][C@@H:38]([O:40][C:41]3[C:50]4[C:45](=[CH:46][C:47]([O:51][CH3:52])=[CH:48][CH:49]=4)[N:44]=[C:43]([C:53]4[CH:58]=[CH:57][CH:56]=[CH:55][CH:54]=4)[CH:42]=3)[CH2:37][C@H:36]2C(=O)N[C@H](C(=O)N[C@@H](C2CCCCC2)C(=O)NC)C(C)(C)C)=[O:34])[CH2:29][C@H:28]1[CH:30]=[CH2:31])=[O:26])[CH3:23], predict the reaction product. (3) Given the reactants [Cl-].[CH3:2][O:3][CH2:4][P+](C1C=CC=CC=1)(C1C=CC=CC=1)C1C=CC=CC=1.CCC([O-])(C)C.[Na+].O=[C:32]1[CH2:35][CH:34]([C:36]([O:38][CH3:39])=[O:37])[CH2:33]1.[Cl-].[NH4+], predict the reaction product. The product is: [CH3:2][O:3][CH:4]=[C:32]1[CH2:35][CH:34]([C:36]([O:38][CH3:39])=[O:37])[CH2:33]1. (4) The product is: [NH2:23][C:12]1[N:13]=[C:14]([N:17]2[CH2:18][CH2:19][N:20]([C:31]([NH:30][C:27]3[CH:28]=[CH:29][C:24]([CH3:33])=[CH:25][CH:26]=3)=[O:32])[CH2:21][CH2:22]2)[C:15]2[N:16]=[C:8]([C:5]3[CH:6]=[CH:7][C:2]([F:1])=[CH:3][CH:4]=3)[S:9][C:10]=2[N:11]=1. Given the reactants [F:1][C:2]1[CH:7]=[CH:6][C:5]([C:8]2[S:9][C:10]3[N:11]=[C:12]([NH2:23])[N:13]=[C:14]([N:17]4[CH2:22][CH2:21][NH:20][CH2:19][CH2:18]4)[C:15]=3[N:16]=2)=[CH:4][CH:3]=1.[C:24]1([CH3:33])[CH:29]=[CH:28][C:27]([N:30]=[C:31]=[O:32])=[CH:26][CH:25]=1, predict the reaction product. (5) Given the reactants [NH2:1][CH2:2][C:3]([C:6]1[CH:7]=[C:8]([NH:12][C:13](=[O:24])[C:14]2[CH:19]=[CH:18][C:17]([O:20][CH3:21])=[C:16]([O:22][CH3:23])[CH:15]=2)[CH:9]=[CH:10][CH:11]=1)([CH3:5])[CH3:4].[C:25](Cl)(=[O:27])[CH3:26].N1C=CC=CC=1, predict the reaction product. The product is: [C:25]([NH:1][CH2:2][C:3]([C:6]1[CH:7]=[C:8]([NH:12][C:13](=[O:24])[C:14]2[CH:19]=[CH:18][C:17]([O:20][CH3:21])=[C:16]([O:22][CH3:23])[CH:15]=2)[CH:9]=[CH:10][CH:11]=1)([CH3:5])[CH3:4])(=[O:27])[CH3:26].